This data is from Peptide-MHC class II binding affinity with 134,281 pairs from IEDB. The task is: Regression. Given a peptide amino acid sequence and an MHC pseudo amino acid sequence, predict their binding affinity value. This is MHC class II binding data. (1) The peptide sequence is DLGRNEVVNDVSTFS. The MHC is HLA-DPA10201-DPB10501 with pseudo-sequence HLA-DPA10201-DPB10501. The binding affinity (normalized) is 0. (2) The peptide sequence is AAPGAGYTPATPAAP. The MHC is DRB1_1001 with pseudo-sequence DRB1_1001. The binding affinity (normalized) is 0.550. (3) The peptide sequence is GELQIVDKIDAAFKG. The MHC is DRB1_0101 with pseudo-sequence DRB1_0101. The binding affinity (normalized) is 0.467. (4) The peptide sequence is YVIIAILTLVAATMA. The MHC is DRB1_0802 with pseudo-sequence DRB1_0802. The binding affinity (normalized) is 0.354. (5) The peptide sequence is IMLLAYYIAAVNIES. The MHC is HLA-DPA10201-DPB10101 with pseudo-sequence HLA-DPA10201-DPB10101. The binding affinity (normalized) is 0.522.